From a dataset of Forward reaction prediction with 1.9M reactions from USPTO patents (1976-2016). Predict the product of the given reaction. (1) Given the reactants Br[CH2:2][C:3]([C:5]1[CH:10]=[CH:9][CH:8]=[C:7]([N+:11]([O-:13])=[O:12])[CH:6]=1)=[O:4].[Cl:14][C:15]1[CH:20]=[C:19]([Cl:21])[CH:18]=[CH:17][C:16]=1[CH2:22][NH2:23].C(N(CC)CC)C, predict the reaction product. The product is: [Cl:14][C:15]1[CH:20]=[C:19]([Cl:21])[CH:18]=[CH:17][C:16]=1[CH2:22][NH:23][CH2:2][C:3]([C:5]1[CH:10]=[CH:9][CH:8]=[C:7]([N+:11]([O-:13])=[O:12])[CH:6]=1)=[O:4]. (2) Given the reactants [OH:1][C:2]1[C:11]2[C:6](=[CH:7][C:8]([CH3:12])=[CH:9][CH:10]=2)[N:5]=[CH:4][C:3]=1[C:13]([O:15]CC)=[O:14].Cl, predict the reaction product. The product is: [OH:1][C:2]1[C:11]2[C:6](=[CH:7][C:8]([CH3:12])=[CH:9][CH:10]=2)[N:5]=[CH:4][C:3]=1[C:13]([OH:15])=[O:14]. (3) Given the reactants [Br:1][C:2]1[CH:7]=[CH:6][C:5]([O:8][CH3:9])=[CH:4][C:3]=1[F:10].C(NC(C)C)(C)C.[Li].CN(C)[CH:21]=[O:22].C(O)(=O)C, predict the reaction product. The product is: [Br:1][C:2]1[C:3]([F:10])=[C:4]([C:5]([O:8][CH3:9])=[CH:6][CH:7]=1)[CH:21]=[O:22]. (4) Given the reactants [C:1]([C:3]1[CH:4]=[C:5]([C:9]2[O:13][C:12](=[O:14])[N:11]([C:15]3[CH:24]=[CH:23][C:18]([C:19]([O:21]C)=[O:20])=[CH:17][CH:16]=3)[N:10]=2)[CH:6]=[CH:7][CH:8]=1)#[N:2].B(Br)(Br)Br, predict the reaction product. The product is: [C:1]([C:3]1[CH:4]=[C:5]([C:9]2[O:13][C:12](=[O:14])[N:11]([C:15]3[CH:24]=[CH:23][C:18]([C:19]([OH:21])=[O:20])=[CH:17][CH:16]=3)[N:10]=2)[CH:6]=[CH:7][CH:8]=1)#[N:2]. (5) Given the reactants [Cl:1][C:2]1[CH:21]=[C:20]([Cl:22])[CH:19]=[CH:18][C:3]=1[CH2:4][N:5]1[C:9]([CH2:10][CH2:11][CH2:12][NH2:13])=[CH:8][C:7]([O:14][CH:15]([CH3:17])[CH3:16])=[N:6]1.[C:23]1([S:29]([N:32]=[C:33]=[O:34])(=[O:31])=[O:30])[CH:28]=[CH:27][CH:26]=[CH:25][CH:24]=1, predict the reaction product. The product is: [Cl:1][C:2]1[CH:21]=[C:20]([Cl:22])[CH:19]=[CH:18][C:3]=1[CH2:4][N:5]1[C:9]([CH2:10][CH2:11][CH2:12][NH:13][C:33]([NH:32][S:29]([C:23]2[CH:24]=[CH:25][CH:26]=[CH:27][CH:28]=2)(=[O:31])=[O:30])=[O:34])=[CH:8][C:7]([O:14][CH:15]([CH3:17])[CH3:16])=[N:6]1. (6) Given the reactants Br[C:2]1[CH:3]=[C:4]([C:8]2[N:13]([CH2:14][C:15]3[CH:20]=[CH:19][C:18]([CH3:21])=[CH:17][C:16]=3[CH3:22])[C:12](=[O:23])[C:11]([C:24]#[N:25])=[C:10]([C:26]([F:29])([F:28])[F:27])[CH:9]=2)[CH:5]=[CH:6][CH:7]=1.[CH2:30]([O:32][C:33]([C:35]1[NH:36][C:37]2[C:42]([CH:43]=1)=[CH:41][CH:40]=[C:39](B1OC(C)(C)C(C)(C)O1)[CH:38]=2)=[O:34])[CH3:31].C([O-])([O-])=O.[K+].[K+].N#N, predict the reaction product. The product is: [C:24]([C:11]1[C:12](=[O:23])[N:13]([CH2:14][C:15]2[CH:20]=[CH:19][C:18]([CH3:21])=[CH:17][C:16]=2[CH3:22])[C:8]([C:4]2[CH:3]=[C:2]([C:39]3[CH:38]=[C:37]4[C:42]([CH:43]=[C:35]([C:33]([O:32][CH2:30][CH3:31])=[O:34])[NH:36]4)=[CH:41][CH:40]=3)[CH:7]=[CH:6][CH:5]=2)=[CH:9][C:10]=1[C:26]([F:28])([F:27])[F:29])#[N:25].